From a dataset of NCI-60 drug combinations with 297,098 pairs across 59 cell lines. Regression. Given two drug SMILES strings and cell line genomic features, predict the synergy score measuring deviation from expected non-interaction effect. Synergy scores: CSS=20.6, Synergy_ZIP=0.0978, Synergy_Bliss=-1.65, Synergy_Loewe=-44.5, Synergy_HSA=-2.68. Cell line: SK-MEL-28. Drug 1: CCC1=CC2CC(C3=C(CN(C2)C1)C4=CC=CC=C4N3)(C5=C(C=C6C(=C5)C78CCN9C7C(C=CC9)(C(C(C8N6C)(C(=O)OC)O)OC(=O)C)CC)OC)C(=O)OC.C(C(C(=O)O)O)(C(=O)O)O. Drug 2: CN(C)N=NC1=C(NC=N1)C(=O)N.